From a dataset of Forward reaction prediction with 1.9M reactions from USPTO patents (1976-2016). Predict the product of the given reaction. (1) Given the reactants Br[C:2]1[CH:19]=[CH:18][C:5]([C:6]([NH:8][CH2:9][C:10]2[CH:15]=[CH:14][CH:13]=[C:12]([O:16][CH3:17])[CH:11]=2)=[O:7])=[CH:4][CH:3]=1.CC1(C)C(C)(C)OB([C:28]2[CH:29]=[C:30]3[C:34](=[CH:35][CH:36]=2)[NH:33][N:32]=[CH:31]3)O1.C(=O)([O-])[O-].[Na+].[Na+].COCCOC, predict the reaction product. The product is: [NH:33]1[C:34]2[C:30](=[CH:29][C:28]([C:2]3[CH:19]=[CH:18][C:5]([C:6]([NH:8][CH2:9][C:10]4[CH:15]=[CH:14][CH:13]=[C:12]([O:16][CH3:17])[CH:11]=4)=[O:7])=[CH:4][CH:3]=3)=[CH:36][CH:35]=2)[CH:31]=[N:32]1. (2) The product is: [Cl:22][C:17]1[CH:18]=[CH:19][CH:20]=[CH:21][C:16]=1[S:15][C:4]1[CH:3]=[C:2]([S:23][CH2:24][CH2:25][C:26]([O:28][CH3:29])=[O:27])[CH:7]=[N:6][C:5]=1[NH:8][C:9]1[S:10][CH:11]=[C:12]([CH3:14])[N:13]=1. Given the reactants Br[C:2]1[CH:3]=[C:4]([S:15][C:16]2[CH:21]=[CH:20][CH:19]=[CH:18][C:17]=2[Cl:22])[C:5]([NH:8][C:9]2[S:10][CH:11]=[C:12]([CH3:14])[N:13]=2)=[N:6][CH:7]=1.[SH:23][CH2:24][CH2:25][C:26]([O:28][CH3:29])=[O:27], predict the reaction product. (3) Given the reactants [F:1][C:2]1[CH:20]=[CH:19][C:5]([O:6][CH2:7][CH:8](O)[CH2:9][NH:10][C:11](=[O:17])[O:12][C:13]([CH3:16])([CH3:15])[CH3:14])=[CH:4][CH:3]=1.[C:21]1(=[O:31])[NH:25][C:24](=[O:26])[C:23]2=[CH:27][CH:28]=[CH:29][CH:30]=[C:22]12.C1(P(C2C=CC=CC=2)C2C=CC=CC=2)C=CC=CC=1.N(C(OC(C)C)=O)=NC(OC(C)C)=O, predict the reaction product. The product is: [O:26]=[C:24]1[C:23]2[C:22](=[CH:30][CH:29]=[CH:28][CH:27]=2)[C:21](=[O:31])[N:25]1[CH:8]([CH2:7][O:6][C:5]1[CH:19]=[CH:20][C:2]([F:1])=[CH:3][CH:4]=1)[CH2:9][NH:10][C:11](=[O:17])[O:12][C:13]([CH3:16])([CH3:15])[CH3:14]. (4) Given the reactants Cl[C:2]1[CH:7]=[C:6]([C:8]2[CH:13]=[C:12]([Cl:14])[CH:11]=[CH:10][C:9]=2[O:15][CH3:16])[N:5]=[C:4]([NH2:17])[N:3]=1.Cl.[Br:19][C:20]1[CH:26]=[CH:25][C:23]([NH2:24])=[CH:22][CH:21]=1, predict the reaction product. The product is: [Br:19][C:20]1[CH:26]=[CH:25][C:23]([NH:24][C:2]2[CH:7]=[C:6]([C:8]3[CH:13]=[C:12]([Cl:14])[CH:11]=[CH:10][C:9]=3[O:15][CH3:16])[N:5]=[C:4]([NH2:17])[N:3]=2)=[CH:22][CH:21]=1. (5) Given the reactants Cl[CH2:2][CH2:3][O:4][C:5]1[CH:14]=[C:13]2[C:8]([C:9]([NH:17][C:18]3[CH:23]=[CH:22][C:21]([O:24][C:25]4[CH:30]=[CH:29][CH:28]=[CH:27][CH:26]=4)=[CH:20][CH:19]=3)=[C:10]([C:15]#[N:16])[CH:11]=[N:12]2)=[CH:7][C:6]=1[O:31][CH3:32].[N:33]1([CH:39]2[CH2:44][CH2:43][NH:42][CH2:41][CH2:40]2)[CH2:38][CH2:37][CH2:36][CH2:35][CH2:34]1.[I-].[Na+], predict the reaction product. The product is: [N:33]1([CH:39]2[CH2:44][CH2:43][N:42]([CH2:2][CH2:3][O:4][C:5]3[CH:14]=[C:13]4[C:8]([C:9]([NH:17][C:18]5[CH:23]=[CH:22][C:21]([O:24][C:25]6[CH:30]=[CH:29][CH:28]=[CH:27][CH:26]=6)=[CH:20][CH:19]=5)=[C:10]([C:15]#[N:16])[CH:11]=[N:12]4)=[CH:7][C:6]=3[O:31][CH3:32])[CH2:41][CH2:40]2)[CH2:38][CH2:37][CH2:36][CH2:35][CH2:34]1. (6) Given the reactants Cl.[F:2][C:3]([F:24])([F:23])[C:4]1[CH:22]=[CH:21][CH:20]=[CH:19][C:5]=1[CH:6]([O:14][CH:15]1[CH2:18][NH:17][CH2:16]1)[C:7]1[CH:12]=[CH:11][C:10]([Cl:13])=[CH:9][CH:8]=1.[CH2:25]([N:31]=[C:32]=[S:33])[CH:26]1[O:30][CH2:29][CH2:28][CH2:27]1.C(N(CC)CC)C, predict the reaction product. The product is: [F:24][C:3]([F:2])([F:23])[C:4]1[CH:22]=[CH:21][CH:20]=[CH:19][C:5]=1[CH:6]([O:14][CH:15]1[CH2:18][N:17]([C:32](=[S:33])[NH:31][CH2:25][CH:26]2[CH2:27][CH2:28][CH2:29][O:30]2)[CH2:16]1)[C:7]1[CH:12]=[CH:11][C:10]([Cl:13])=[CH:9][CH:8]=1. (7) Given the reactants I[C:2]1[CH:19]=[N:18][C:5]2[NH:6][CH2:7][CH2:8][N:9]([C:10]([C:12]3[CH:17]=[CH:16][CH:15]=[CH:14][CH:13]=3)=[O:11])[C:4]=2[CH:3]=1.[N:20]1[CH:25]=[CH:24][CH:23]=[C:22](B(O)O)[CH:21]=1, predict the reaction product. The product is: [C:12]1([C:10]([N:9]2[CH2:8][CH2:7][NH:6][C:5]3[N:18]=[CH:19][C:2]([C:22]4[CH:21]=[N:20][CH:25]=[CH:24][CH:23]=4)=[CH:3][C:4]2=3)=[O:11])[CH:17]=[CH:16][CH:15]=[CH:14][CH:13]=1. (8) Given the reactants [CH2:1]([CH:5]([CH2:11][C:12]1[CH:17]=[CH:16][C:15]([O:18][CH2:19][CH2:20][NH:21][C:22]([C:24]2[CH:25]=[CH:26][C:27]([O:30][CH3:31])=[N:28][CH:29]=2)=[O:23])=[CH:14][CH:13]=1)[C:6]([O:8]CC)=[O:7])[CH2:2][CH2:3][CH3:4].[OH-].[Na+], predict the reaction product. The product is: [CH2:1]([CH:5]([CH2:11][C:12]1[CH:17]=[CH:16][C:15]([O:18][CH2:19][CH2:20][NH:21][C:22]([C:24]2[CH:25]=[CH:26][C:27]([O:30][CH3:31])=[N:28][CH:29]=2)=[O:23])=[CH:14][CH:13]=1)[C:6]([OH:8])=[O:7])[CH2:2][CH2:3][CH3:4]. (9) Given the reactants [CH2:1]([O:8][C:9]([NH:11][C@H:12]([C:17]([OH:19])=O)[C:13]([CH3:16])([CH3:15])[CH3:14])=[O:10])[C:2]1[CH:7]=[CH:6][CH:5]=[CH:4][CH:3]=1.C(N(C(C)C)CC)(C)C.[B-](F)(F)(F)F.CN(C(ON1C(=O)C=CC=C1)=[N+](C)C)C.[OH:49][C:50]1[CH:90]=[C:89]([O:91][CH3:92])[CH:88]=[CH:87][C:51]=1[CH2:52][NH:53][C:54]([C@@H:56]([NH:60][C:61](=[O:86])[C@H:62]([NH:74][CH2:75][C:76]1[C:85]2[C:80](=[CH:81][CH:82]=[CH:83][CH:84]=2)[CH:79]=[CH:78][CH:77]=1)[C@H:63]([OH:73])[C@@H:64]([NH2:72])[CH2:65][C:66]1[CH:71]=[CH:70][CH:69]=[CH:68][CH:67]=1)[CH:57]([CH3:59])[CH3:58])=[O:55], predict the reaction product. The product is: [CH2:1]([O:8][C:9](=[O:10])[NH:11][C@H:12]([C:17](=[O:19])[NH:72][C@@H:64]([CH2:65][C:66]1[CH:67]=[CH:68][CH:69]=[CH:70][CH:71]=1)[C@@H:63]([OH:73])[C@H:62]([C:61](=[O:86])[NH:60][C@H:56]([C:54](=[O:55])[NH:53][CH2:52][C:51]1[CH:87]=[CH:88][C:89]([O:91][CH3:92])=[CH:90][C:50]=1[OH:49])[CH:57]([CH3:58])[CH3:59])[NH:74][CH2:75][C:76]1[C:85]2[C:80](=[CH:81][CH:82]=[CH:83][CH:84]=2)[CH:79]=[CH:78][CH:77]=1)[C:13]([CH3:14])([CH3:15])[CH3:16])[C:2]1[CH:3]=[CH:4][CH:5]=[CH:6][CH:7]=1. (10) Given the reactants Cl[C:2]1[C:7]2[CH:8]=[CH:9][N:10]([CH3:11])[C:6]=2[C:5]([C:12]([O:14]C)=[O:13])=[CH:4][N:3]=1.[Cl:16][C:17]1[CH:18]=[C:19]([CH:21]=[CH:22][CH:23]=1)[NH2:20].[OH-].[Na+].C(OCC)C, predict the reaction product. The product is: [Cl:16][C:17]1[CH:18]=[C:19]([NH:20][C:2]2[C:7]3[CH:8]=[CH:9][N:10]([CH3:11])[C:6]=3[C:5]([C:12]([OH:14])=[O:13])=[CH:4][N:3]=2)[CH:21]=[CH:22][CH:23]=1.